This data is from Reaction yield outcomes from USPTO patents with 853,638 reactions. The task is: Predict the reaction yield, written as a fraction of the theoretical maximum amount of product (1.0 means a 100% yield; for example, 0.34 means a 34% yield). (1) The reactants are [Cl:1][C:2]1[C:7](/[C:8](/O)=[CH:9]\[C:10]2[CH:15]=[CH:14][N:13]=[C:12]([Cl:16])[N:11]=2)=[CH:6][CH:5]=[CH:4][C:3]=1[NH:18][S:19]([C:22]1[C:27]([F:28])=[CH:26][CH:25]=[CH:24][C:23]=1[F:29])(=[O:21])=[O:20].[CH3:30][C:31]([CH3:36])([CH3:35])[C:32](=[S:34])[NH2:33]. No catalyst specified. The product is [Cl:1][C:2]1[C:7]([C:8]2[N:33]=[C:32]([C:31]([CH3:36])([CH3:35])[CH3:30])[S:34][C:9]=2[C:10]2[CH:15]=[CH:14][N:13]=[C:12]([Cl:16])[N:11]=2)=[CH:6][CH:5]=[CH:4][C:3]=1[NH:18][S:19]([C:22]1[C:27]([F:28])=[CH:26][CH:25]=[CH:24][C:23]=1[F:29])(=[O:21])=[O:20]. The yield is 0.437. (2) The yield is 0.600. The product is [CH2:1]([O:5][C:11]1[N:16]=[C:15]([Cl:17])[CH:14]=[C:13]([N:18]2[CH2:23][CH2:22][O:21][CH2:20][CH2:19]2)[N:12]=1)[CH2:2][CH2:3][CH3:4]. The catalyst is CN(C=O)C. The reactants are [CH2:1]([OH:5])[CH2:2][CH2:3][CH3:4].N#N.[H-].[Na+].Cl[C:11]1[N:16]=[C:15]([Cl:17])[CH:14]=[C:13]([N:18]2[CH2:23][CH2:22][O:21][CH2:20][CH2:19]2)[N:12]=1. (3) The yield is 0.0810. The reactants are CO[CH:3]1[O:8][CH2:7][CH:6]([CH2:9][O:10][C:11]2[CH:16]=[CH:15][N:14]=[C:13]([CH2:17][S:18]([C:20]3[NH:24][C:23]4[CH:25]=[CH:26][CH:27]=[CH:28][C:22]=4[N:21]=3)=[O:19])[C:12]=2[CH3:29])[CH2:5][O:4]1.[Na:30].COC1OCC(CO[C:41]2[CH:46]=CN=[C:43](CS(C3NC4C=CC=CC=4N=3)=O)[C:42]=2C)CO1.C1C2(OCC(CO)CO2)CCC1. The product is [Na:30].[CH2:46]1[C:3]2([O:8][CH2:7][CH:6]([CH2:9][O:10][C:11]3[CH:16]=[CH:15][N:14]=[C:13]([CH2:17][S:18]([C:20]4[NH:24][C:23]5[CH:25]=[CH:26][CH:27]=[CH:28][C:22]=5[N:21]=4)=[O:19])[C:12]=3[CH3:29])[CH2:5][O:4]2)[CH2:43][CH2:42][CH2:41]1. No catalyst specified.